This data is from Forward reaction prediction with 1.9M reactions from USPTO patents (1976-2016). The task is: Predict the product of the given reaction. (1) Given the reactants [CH3:1][O:2][C:3](=[O:17])[CH2:4][CH2:5][S:6][CH2:7][C:8]1[CH:9]=[C:10]([CH:14]=[CH:15][CH:16]=1)[C:11](O)=[O:12].C(Cl)(=O)C([Cl:21])=O, predict the reaction product. The product is: [Cl:21][C:11]([C:10]1[CH:9]=[C:8]([CH:16]=[CH:15][CH:14]=1)[CH2:7][S:6][CH2:5][CH2:4][C:3]([O:2][CH3:1])=[O:17])=[O:12]. (2) Given the reactants [Br:1]CC[C@H]1CCOC1.[O:9]1[CH2:14][CH2:13][CH:12]([CH2:15][CH2:16][CH2:17]O)[CH2:11][CH2:10]1, predict the reaction product. The product is: [Br:1][CH2:17][CH2:16][CH2:15][CH:12]1[CH2:13][CH2:14][O:9][CH2:10][CH2:11]1. (3) Given the reactants C([O-])(=O)C.[K+].Br[C:7]1[CH:12]=[CH:11][C:10]([N:13]2[N:17]=[C:16]([CH3:18])[CH:15]=[N:14]2)=[CH:9][CH:8]=1.[CH3:19][C:20]1([CH3:36])[C:24]([CH3:26])([CH3:25])[O:23][B:22]([B:22]2[O:23][C:24]([CH3:26])([CH3:25])[C:20]([CH3:36])([CH3:19])[O:21]2)[O:21]1, predict the reaction product. The product is: [CH3:18][C:16]1[CH:15]=[N:14][N:13]([C:10]2[CH:11]=[CH:12][C:7]([B:22]3[O:23][C:24]([CH3:26])([CH3:25])[C:20]([CH3:36])([CH3:19])[O:21]3)=[CH:8][CH:9]=2)[N:17]=1.